Dataset: Reaction yield outcomes from USPTO patents with 853,638 reactions. Task: Predict the reaction yield, written as a fraction of the theoretical maximum amount of product (1.0 means a 100% yield; for example, 0.34 means a 34% yield). (1) The reactants are [Cl:1][C:2]1[CH:3]=[C:4]([C@@H:12]([CH2:31][CH:32]2[CH2:36][CH2:35][CH2:34][CH2:33]2)[C:13]([NH:15][C:16]2[CH:20]=[CH:19][N:18]([CH2:21][C:22]3[CH:30]=[CH:29][C:25]([C:26](O)=[O:27])=[CH:24][CH:23]=3)[N:17]=2)=[O:14])[CH:5]=[CH:6][C:7]=1[S:8]([CH3:11])(=[O:10])=[O:9].C(Cl)(=O)C(Cl)=O.N1C(C)=CC=CC=1C.[NH2:51][CH2:52][CH2:53][CH2:54][OH:55]. The catalyst is C(Cl)Cl. The product is [Cl:1][C:2]1[CH:3]=[C:4]([C@@H:12]([CH2:31][CH:32]2[CH2:33][CH2:34][CH2:35][CH2:36]2)[C:13]([NH:15][C:16]2[CH:20]=[CH:19][N:18]([CH2:21][C:22]3[CH:23]=[CH:24][C:25]([C:26]([NH:51][CH2:52][CH2:53][CH2:54][OH:55])=[O:27])=[CH:29][CH:30]=3)[N:17]=2)=[O:14])[CH:5]=[CH:6][C:7]=1[S:8]([CH3:11])(=[O:9])=[O:10]. The yield is 0.320. (2) The reactants are [Cl:1][C:2]1[CH:3]=[C:4]([C:8]2[C:12]([CH2:13][O:14][C:15]3[CH:23]=[CH:22][C:18]([C:19]([OH:21])=O)=[CH:17][N:16]=3)=[C:11]([CH3:24])[O:10][N:9]=2)[CH:5]=[CH:6][CH:7]=1.[NH:25]1[CH2:30][CH2:29][S:28](=[O:32])(=[O:31])[CH2:27][CH2:26]1. No catalyst specified. The product is [Cl:1][C:2]1[CH:3]=[C:4]([C:8]2[C:12]([CH2:13][O:14][C:15]3[N:16]=[CH:17][C:18]([C:19]([N:25]4[CH2:30][CH2:29][S:28](=[O:32])(=[O:31])[CH2:27][CH2:26]4)=[O:21])=[CH:22][CH:23]=3)=[C:11]([CH3:24])[O:10][N:9]=2)[CH:5]=[CH:6][CH:7]=1. The yield is 0.870. (3) The reactants are [C:1](O[C:1]([O:3][C:4]([CH3:7])([CH3:6])[CH3:5])=[O:2])([O:3][C:4]([CH3:7])([CH3:6])[CH3:5])=[O:2].C(N(CC)CC)C.[Br:23][C:24]1[C:25]([N:40]2[CH2:45][CH2:44][CH2:43][C@@H:42]([NH:46][C:47](=[O:53])[O:48][C:49]([CH3:52])([CH3:51])[CH3:50])[CH2:41]2)=[C:26]2[C:32]([NH:33][C:34](=[O:39])[CH2:35][CH2:36][O:37][CH3:38])=[CH:31][NH:30][C:27]2=[N:28][CH:29]=1.O. The catalyst is CN(C)C1C=CN=CC=1.C(Cl)Cl. The product is [Br:23][C:24]1[C:25]([N:40]2[CH2:45][CH2:44][CH2:43][C@@H:42]([NH:46][C:47]([O:48][C:49]([CH3:50])([CH3:52])[CH3:51])=[O:53])[CH2:41]2)=[C:26]2[C:32]([NH:33][C:34](=[O:39])[CH2:35][CH2:36][O:37][CH3:38])=[CH:31][N:30]([C:1]([O:3][C:4]([CH3:7])([CH3:6])[CH3:5])=[O:2])[C:27]2=[N:28][CH:29]=1. The yield is 0.390. (4) The reactants are [Li+].C[Si]([N-][Si](C)(C)C)(C)C.[CH3:11][C:12]1[N:17]=[C:16]([CH2:18][N:19]2[C:27]3[CH:26]=[CH:25][CH:24]=[C:23]([NH2:28])[C:22]=3[CH:21]=[N:20]2)[CH:15]=[CH:14][CH:13]=1.[CH3:29][N:30]1[CH2:35][CH2:34][N:33]([CH2:36][CH2:37][O:38][C:39]2[CH:44]=[CH:43][N:42]3[C:45]([C:48](OCC)=[O:49])=[CH:46][N:47]=[C:41]3[CH:40]=2)[CH2:32][CH2:31]1. The catalyst is C1COCC1.C([O-])(O)=O.[Na+]. The product is [CH3:29][N:30]1[CH2:31][CH2:32][N:33]([CH2:36][CH2:37][O:38][C:39]2[CH:44]=[CH:43][N:42]3[C:45]([C:48]([NH:28][C:23]4[CH:24]=[CH:25][CH:26]=[C:27]5[C:22]=4[CH:21]=[N:20][N:19]5[CH2:18][C:16]4[CH:15]=[CH:14][CH:13]=[C:12]([CH3:11])[N:17]=4)=[O:49])=[CH:46][N:47]=[C:41]3[CH:40]=2)[CH2:34][CH2:35]1. The yield is 0.610. (5) The reactants are CS(C)=O.C(Cl)(=O)C(Cl)=O.[Cl:11][C:12]1[CH:17]=[CH:16][C:15]([C:18]([CH3:22])([CH3:21])[CH2:19][OH:20])=[CH:14][CH:13]=1.C(N(CC)CC)C. The catalyst is C(Cl)Cl. The product is [Cl:11][C:12]1[CH:13]=[CH:14][C:15]([C:18]([CH3:22])([CH3:21])[CH:19]=[O:20])=[CH:16][CH:17]=1. The yield is 0.990. (6) The reactants are [CH3:1][C:2]1[CH:11]=[C:10]([CH2:12][N:13]2[CH2:18][CH2:17][CH2:16][CH2:15][CH2:14]2)[CH:9]=[CH:8][C:3]=1[C:4]([O:6]C)=[O:5].O1CCCC1.CO.O.[OH-].[Li+]. The catalyst is O. The product is [CH3:1][C:2]1[CH:11]=[C:10]([CH2:12][N:13]2[CH2:18][CH2:17][CH2:16][CH2:15][CH2:14]2)[CH:9]=[CH:8][C:3]=1[C:4]([OH:6])=[O:5]. The yield is 0.210. (7) The reactants are C(N[C:6](=[O:38])[C:7]([NH:34]C(=O)C)([CH:21]1[CH2:26][CH2:25][CH:24]([C:27]2[CH:32]=[CH:31][C:30]([Cl:33])=[CH:29][CH:28]=2)[CH2:23][CH2:22]1)[CH2:8][CH2:9][CH2:10][CH2:11][B:12]1[O:16]C(C)(C)C(C)(C)[O:13]1)(C)(C)C.[OH2:39]. The catalyst is Cl. The product is [NH2:34][C:7]([CH:21]1[CH2:22][CH2:23][CH:24]([C:27]2[CH:32]=[CH:31][C:30]([Cl:33])=[CH:29][CH:28]=2)[CH2:25][CH2:26]1)([CH2:8][CH2:9][CH2:10][CH2:11][B:12]([OH:13])[OH:16])[C:6]([OH:38])=[O:39]. The yield is 0.810. (8) The reactants are [C:1]([CH:3]1[CH2:7][CH2:6][O:5][CH2:4]1)#[CH:2].Br[C:9]1[CH:18]=[C:17]2[C:12]([C:13]([NH:19][C:20]3[CH:25]=[CH:24][C:23]([F:26])=[C:22]([Cl:27])[CH:21]=3)=[N:14][CH:15]=[N:16]2)=[CH:11][C:10]=1[NH2:28]. The catalyst is CN(C=O)C.CCOC(C)=O.[Cu]I.C1C=CC(P(C2C=CC=CC=2)[C-]2C=CC=C2)=CC=1.C1C=CC(P(C2C=CC=CC=2)[C-]2C=CC=C2)=CC=1.Cl[Pd]Cl.[Fe+2]. The product is [Cl:27][C:22]1[CH:21]=[C:20]([NH:19][C:13]2[C:12]3[C:17](=[CH:18][C:9]([C:2]#[C:1][CH:3]4[CH2:7][CH2:6][O:5][CH2:4]4)=[C:10]([NH2:28])[CH:11]=3)[N:16]=[CH:15][N:14]=2)[CH:25]=[CH:24][C:23]=1[F:26]. The yield is 0.900. (9) The catalyst is CN(C=O)C. The product is [C:1]([O:5][C:6]([NH:8][C@H:9]([C:25]([O:27][CH3:50])=[O:26])[CH2:10][C:11]1[CH:16]=[CH:15][C:14]([C:36]2[CH2:41][CH2:40][N:39]([C:42]([O:44][C:45]([CH3:48])([CH3:47])[CH3:46])=[O:43])[CH2:38][CH:37]=2)=[CH:13][CH:12]=1)=[O:7])([CH3:4])([CH3:3])[CH3:2]. The reactants are [C:1]([O:5][C:6]([NH:8][C@H:9]([C:25]([O-:27])=[O:26])[CH2:10][C:11]1[CH:16]=[CH:15][C:14](OS(C(F)(F)F)(=O)=O)=[CH:13][CH:12]=1)=[O:7])([CH3:4])([CH3:3])[CH3:2].CC1(C)C(C)(C)OB([C:36]2[CH2:37][CH2:38][N:39]([C:42]([O:44][C:45]([CH3:48])([CH3:47])[CH3:46])=[O:43])[CH2:40][CH:41]=2)O1.[C:50](=O)([O-])[O-].[K+].[K+]. The yield is 0.660. (10) The reactants are Cl.[C:2]1([CH3:10])[CH:7]=[CH:6][CH:5]=[CH:4][C:3]=1[NH:8][NH2:9].C(Cl)(Cl)(Cl)Cl.C(N(CC)CC)C.C(O[C:26](=[N:28][C:29](=O)[C:30]1[CH:35]=[CH:34][CH:33]=[CH:32][CH:31]=1)[CH3:27])C. The catalyst is O. The product is [CH3:27][C:26]1[N:28]=[C:29]([C:30]2[CH:35]=[CH:34][CH:33]=[CH:32][CH:31]=2)[N:8]([C:3]2[CH:4]=[CH:5][CH:6]=[CH:7][C:2]=2[CH3:10])[N:9]=1. The yield is 0.840.